This data is from TCR-epitope binding with 47,182 pairs between 192 epitopes and 23,139 TCRs. The task is: Binary Classification. Given a T-cell receptor sequence (or CDR3 region) and an epitope sequence, predict whether binding occurs between them. The epitope is SEISMDNSPNL. The TCR CDR3 sequence is CASSLELVREQYF. Result: 0 (the TCR does not bind to the epitope).